This data is from Reaction yield outcomes from USPTO patents with 853,638 reactions. The task is: Predict the reaction yield, written as a fraction of the theoretical maximum amount of product (1.0 means a 100% yield; for example, 0.34 means a 34% yield). (1) The reactants are [NH2:1][C:2]1[CH:30]=[CH:29][C:5]([O:6][C:7]2[CH:12]=[CH:11][N:10]=[CH:9][C:8]=2[C:13]#[C:14][C:15]2[CH2:20][CH2:19][CH:18]([NH:21][C:22](=[O:28])[O:23][C:24]([CH3:27])([CH3:26])[CH3:25])[CH2:17][CH:16]=2)=[C:4]([F:31])[CH:3]=1.[F:32][C:33]1[CH:38]=[CH:37][C:36]([CH2:39][C:40]([N:42]=[C:43]=[O:44])=[O:41])=[CH:35][CH:34]=1.COC1C=CC(CNC2N=CN=C(OC3C=CC(NC(NC(=O)CC4C=CC(F)=CC=4)=O)=CC=3F)C=2)=CC=1. The catalyst is C(Cl)Cl. The product is [F:31][C:4]1[CH:3]=[C:2]([NH:1][C:43]([NH:42][C:40](=[O:41])[CH2:39][C:36]2[CH:37]=[CH:38][C:33]([F:32])=[CH:34][CH:35]=2)=[O:44])[CH:30]=[CH:29][C:5]=1[O:6][C:7]1[CH:12]=[CH:11][N:10]=[CH:9][C:8]=1[C:13]#[C:14][C:15]1[CH2:20][CH2:19][CH:18]([NH:21][C:22](=[O:28])[O:23][C:24]([CH3:25])([CH3:26])[CH3:27])[CH2:17][CH:16]=1. The yield is 0.690. (2) The reactants are [C:1]([O:5][C:6](=[O:15])[C:7]([CH3:14])([CH3:13])[CH2:8][CH2:9][CH2:10][CH2:11]Br)([CH3:4])([CH3:3])[CH3:2].[I-:16].[Na+]. The catalyst is CC(C)=O. The product is [C:1]([O:5][C:6](=[O:15])[C:7]([CH3:14])([CH3:13])[CH2:8][CH2:9][CH2:10][CH2:11][I:16])([CH3:4])([CH3:3])[CH3:2]. The yield is 0.920. (3) The reactants are [CH3:1][C:2]1[C:3]2[O:23][CH:22]=[CH:21][C:4]=2[C:5]([N:8]2[CH2:13][CH2:12][N:11](C(OC(C)(C)C)=O)[CH2:10][CH2:9]2)=[N:6][CH:7]=1.FC(F)(F)C(O)=O.C(=O)([O-])[O-].[Na+].[Na+]. The catalyst is ClCCl. The product is [CH3:1][C:2]1[C:3]2[O:23][CH:22]=[CH:21][C:4]=2[C:5]([N:8]2[CH2:9][CH2:10][NH:11][CH2:12][CH2:13]2)=[N:6][CH:7]=1. The yield is 0.790. (4) The reactants are [I:1]N1C(=O)CCC1=O.[Cl:9][C:10]1[CH:15]=[N:14][N:13]2[CH:16]=[CH:17][N:18]=[C:12]2[CH:11]=1. The catalyst is CN(C)C=O.C(OCC)(=O)C. The product is [Cl:9][C:10]1[CH:15]=[N:14][N:13]2[C:16]([I:1])=[CH:17][N:18]=[C:12]2[CH:11]=1. The yield is 0.779. (5) The reactants are [Cl:1][C:2]1[CH:3]=[C:4]([CH:20]=[CH:21][C:22]=1[Cl:23])[CH2:5][S:6][CH2:7][C:8]1[C:17]([OH:18])=[CH:16][CH:15]=[C:14]2[C:9]=1[CH2:10][CH2:11][CH2:12][C:13]2=[O:19].[N:24]1([CH2:29][C@@H:30]([C:32]2[CH:37]=[CH:36][CH:35]=[CH:34][CH:33]=2)O)[CH:28]=[CH:27][N:26]=[CH:25]1.C1C=CC(P(C2C=CC=CC=2)C2C=CC=CC=2)=CC=1.N(C(OC(C)C)=O)=NC(OC(C)C)=O. The catalyst is O1CCCC1. The product is [Cl:1][C:2]1[CH:3]=[C:4]([CH:20]=[CH:21][C:22]=1[Cl:23])[CH2:5][S:6][CH2:7][C:8]1[C:17]([O:18][C@@H:30]([C:32]2[CH:37]=[CH:36][CH:35]=[CH:34][CH:33]=2)[CH2:29][N:24]2[CH:28]=[CH:27][N:26]=[CH:25]2)=[CH:16][CH:15]=[C:14]2[C:9]=1[CH2:10][CH2:11][CH2:12][C:13]2=[O:19]. The yield is 0.750. (6) The reactants are [CH2:1]([C:3]1[C:4]([CH3:27])=[C:5]2[C:9](=[C:10]([O:19][CH2:20][CH2:21][Si:22]([CH3:25])([CH3:24])[CH3:23])[C:11]=1[CH2:12][CH:13]=[C:14]([CH2:17]O)[CH2:15][CH3:16])[C:8](=[O:26])[O:7][CH2:6]2)[CH3:2].C1(P(C2C=CC=CC=2)C2C=CC=CC=2)C=CC=CC=1.C(Br)(Br)(Br)[Br:48]. The catalyst is C(Cl)Cl. The product is [Br:48][CH2:17][C:14]([CH2:15][CH3:16])=[CH:13][CH2:12][C:11]1[C:10]([O:19][CH2:20][CH2:21][Si:22]([CH3:23])([CH3:25])[CH3:24])=[C:9]2[C:5]([CH2:6][O:7][C:8]2=[O:26])=[C:4]([CH3:27])[C:3]=1[CH2:1][CH3:2]. The yield is 0.780. (7) The reactants are [CH:1]1[N:5]=[CH:4][N:3]([CH2:6][C:7]([P:13]([OH:16])([OH:15])=[O:14])([P:9]([OH:12])([OH:11])=[O:10])[OH:8])[CH:2]=1.[OH-:17].[Na+:18].O. The catalyst is CO. The product is [CH:1]1[N:5]=[CH:4][N:3]([CH2:6][C:7]([P:9]([O-:12])([OH:11])=[O:10])([P:13]([O-:15])([OH:16])=[O:14])[OH:8])[CH:2]=1.[OH2:17].[OH2:8].[OH2:8].[OH2:8].[Na+:18].[Na+:18]. The yield is 0.930. (8) The yield is 0.260. The product is [CH3:53][C:50]1([CH3:52])[C:49]([CH3:54])([CH3:55])[O:48][B:47]([C:56]([C:58]2[CH:63]=[CH:62][CH:61]=[C:60]([C:64]([F:65])([F:66])[F:67])[CH:59]=2)=[CH2:57])[O:51]1. The catalyst is C1COCC1. The reactants are C(C1C=CC=C(C(C)C)C=1N1C=CN(C2C(C(C)C)=CC=CC=2C(C)C)C1[Cu]Cl)(C)C.CC(C)([O-])C.[Na+].[B:47]1([B:47]2[O:51][C:50]([CH3:53])([CH3:52])[C:49]([CH3:55])([CH3:54])[O:48]2)[O:51][C:50]([CH3:53])([CH3:52])[C:49]([CH3:55])([CH3:54])[O:48]1.[C:56]([C:58]1[CH:63]=[CH:62][CH:61]=[C:60]([C:64]([F:67])([F:66])[F:65])[CH:59]=1)#[CH:57].CO.C(#N)C.C(=O)=O. (9) The reactants are [CH2:1]([N:8]1[CH2:13][CH2:12][C:11]2([C:21]3[C:16](=[CH:17][CH:18]=[CH:19][C:20]=3[CH2:22][NH2:23])[N:15]([C:24]3[C:25]4[CH:32]([CH:33]([CH3:35])[CH3:34])[CH2:31][CH2:30][C:26]=4[N:27]=[CH:28][N:29]=3)[CH2:14]2)[CH2:10][CH2:9]1)[C:2]1[CH:7]=[CH:6][CH:5]=[CH:4][CH:3]=1.[CH3:36][C:37]([CH3:39])=O.[BH-](OC(C)=O)(OC(C)=O)OC(C)=O.[Na+]. The catalyst is ClCCCl. The product is [CH2:1]([N:8]1[CH2:13][CH2:12][C:11]2([C:21]3[C:16](=[CH:17][CH:18]=[CH:19][C:20]=3[CH2:22][NH:23][CH:37]([CH3:39])[CH3:36])[N:15]([C:24]3[C:25]4[CH:32]([CH:33]([CH3:35])[CH3:34])[CH2:31][CH2:30][C:26]=4[N:27]=[CH:28][N:29]=3)[CH2:14]2)[CH2:10][CH2:9]1)[C:2]1[CH:3]=[CH:4][CH:5]=[CH:6][CH:7]=1. The yield is 0.840. (10) The reactants are [Br:1][CH2:2][C:3]([C:5]1[CH:9]=[CH:8][S:7][CH:6]=1)=[O:4].[S:10]1[CH:14]=[C:13]([CH:15]([NH:27][C:28]2[CH:33]=[CH:32][CH:31]=[CH:30][CH:29]=2)[C:16]([O:18][C@@H:19]2[CH:24]3[CH2:25][CH2:26][N:21]([CH2:22][CH2:23]3)[CH2:20]2)=[O:17])[C:12]2[CH:34]=[CH:35][CH:36]=[CH:37][C:11]1=2. The catalyst is CCOC(C)=O. The product is [Br-:1].[S:10]1[CH:14]=[C:13]([CH:15]([NH:27][C:28]2[CH:33]=[CH:32][CH:31]=[CH:30][CH:29]=2)[C:16]([O:18][C@@H:19]2[CH:24]3[CH2:25][CH2:26][N+:21]([CH2:2][C:3](=[O:4])[C:5]4[CH:9]=[CH:8][S:7][CH:6]=4)([CH2:22][CH2:23]3)[CH2:20]2)=[O:17])[C:12]2[CH:34]=[CH:35][CH:36]=[CH:37][C:11]1=2. The yield is 0.210.